Task: Binary Classification. Given a T-cell receptor sequence (or CDR3 region) and an epitope sequence, predict whether binding occurs between them.. Dataset: TCR-epitope binding with 47,182 pairs between 192 epitopes and 23,139 TCRs (1) The epitope is HTTDPSFLGRY. The TCR CDR3 sequence is CASSLGPGGPTDTQYF. Result: 0 (the TCR does not bind to the epitope). (2) The epitope is IIKDYGKQM. The TCR CDR3 sequence is CASSSLRGTAADTQYF. Result: 1 (the TCR binds to the epitope).